This data is from Full USPTO retrosynthesis dataset with 1.9M reactions from patents (1976-2016). The task is: Predict the reactants needed to synthesize the given product. (1) The reactants are: [NH2:1][CH2:2][C:3]1[C:4]([CH2:21][CH2:22][CH2:23][CH2:24][C:25]([O:27][CH2:28][CH3:29])=[O:26])=[C:5]([C:14]2[CH:15]=[N:16][CH:17]=[C:18]([CH3:20])[CH:19]=2)[C:6]2[N:7]([C:9]([CH2:12][CH3:13])=[CH:10][CH:11]=2)[N:8]=1.N1C=CC=CC=1.[CH3:36][S:37](Cl)(=[O:39])=[O:38]. Given the product [CH2:12]([C:9]1[N:7]2[N:8]=[C:3]([CH2:2][NH:1][S:37]([CH3:36])(=[O:39])=[O:38])[C:4]([CH2:21][CH2:22][CH2:23][CH2:24][C:25]([O:27][CH2:28][CH3:29])=[O:26])=[C:5]([C:14]3[CH:15]=[N:16][CH:17]=[C:18]([CH3:20])[CH:19]=3)[C:6]2=[CH:11][CH:10]=1)[CH3:13], predict the reactants needed to synthesize it. (2) Given the product [SH:29][C:28]1[NH:27][C:26]2[CH:25]=[CH:24][C:9]([O:10][CH2:11][CH2:12][CH2:13][CH2:14][CH2:15][NH:16][C:17](=[O:23])[O:18][C:19]([CH3:20])([CH3:21])[CH3:22])=[CH:8][C:7]=2[N:6]=1, predict the reactants needed to synthesize it. The reactants are: C(O)C.[OH-].[K+].[NH2:6][C:7]1[CH:8]=[C:9]([CH:24]=[CH:25][C:26]=1[NH2:27])[O:10][CH2:11][CH2:12][CH2:13][CH2:14][CH2:15][NH:16][C:17](=[O:23])[O:18][C:19]([CH3:22])([CH3:21])[CH3:20].[C:28](=S)=[S:29].